Predict the reaction yield, written as a fraction of the theoretical maximum amount of product (1.0 means a 100% yield; for example, 0.34 means a 34% yield). From a dataset of Reaction yield outcomes from USPTO patents with 853,638 reactions. (1) The reactants are C[O:2][C@@H:3]1[CH2:8][CH2:7][C@H:6]([N:9]2[C:17](=[O:18])[NH:16][C:15]3[C:10]2=[N:11][C:12]([C:22]2[CH:27]=[CH:26][CH:25]=[C:24]([OH:28])[CH:23]=2)=[N:13][C:14]=3[C:19]([NH2:21])=[O:20])[CH2:5][CH2:4]1.CO[C@@H]1CC[C@H](N2C(=O)NC3C2=NC(C2C=CC=C(O[Si](C(C)C)(C(C)C)C(C)C)C=2)=NC=3C(OC)=O)CC1.N. The catalyst is CO.O1CCCC1.[F-].C([N+](CCCC)(CCCC)CCCC)CCC. The product is [OH:2][C@@H:3]1[CH2:8][CH2:7][C@H:6]([N:9]2[C:17](=[O:18])[NH:16][C:15]3[C:10]2=[N:11][C:12]([C:22]2[CH:27]=[CH:26][CH:25]=[C:24]([OH:28])[CH:23]=2)=[N:13][C:14]=3[C:19]([NH2:21])=[O:20])[CH2:5][CH2:4]1. The yield is 0.640. (2) The reactants are [CH2:1]([C:3]1[NH:4][C:5](=[O:27])[C:6]([CH2:12][C:13]2[CH:18]=[CH:17][C:16]([C:19]3[C:20]([C:25]#[N:26])=[CH:21][CH:22]=[CH:23][CH:24]=3)=[CH:15][CH:14]=2)=[C:7]([CH2:9][CH2:10][CH3:11])[N:8]=1)[CH3:2].[C:28]([O:32][C:33]1[CH:38]=[CH:37][C:36](B(O)O)=[CH:35][CH:34]=1)([CH3:31])([CH3:30])[CH3:29].C(N(CC)CC)C.N1C=CC=CC=1. The catalyst is ClCCl.C(OCC)(=O)C.C([O-])(=O)C.[Cu+2].C([O-])(=O)C. The product is [C:28]([O:32][C:33]1[CH:38]=[CH:37][C:36]([N:4]2[C:5](=[O:27])[C:6]([CH2:12][C:13]3[CH:18]=[CH:17][C:16]([C:19]4[C:20]([C:25]#[N:26])=[CH:21][CH:22]=[CH:23][CH:24]=4)=[CH:15][CH:14]=3)=[C:7]([CH2:9][CH2:10][CH3:11])[N:8]=[C:3]2[CH2:1][CH3:2])=[CH:35][CH:34]=1)([CH3:31])([CH3:29])[CH3:30]. The yield is 0.660. (3) The reactants are C[O:2][CH:3](OC)[C:4]1[CH:5]=[CH:6][C:7]([O:11][CH2:12][CH2:13][N:14]2[CH2:19][CH2:18][O:17][CH2:16][CH2:15]2)=[C:8]([CH:10]=1)[NH2:9].[CH3:22][S:23](Cl)(=[O:25])=[O:24].N1C=CC=CC=1.Cl.C(=O)([O-])O.[Na+]. The catalyst is ClCCl. The product is [CH3:22][S:23]([NH:9][C:8]1[CH:10]=[C:4]([CH:5]=[CH:6][C:7]=1[O:11][CH2:12][CH2:13][N:14]1[CH2:19][CH2:18][O:17][CH2:16][CH2:15]1)[CH:3]=[O:2])(=[O:25])=[O:24]. The yield is 0.950. (4) The reactants are O1CCCOC1C1N(C)C(C2SC3C(=NC=CC=3[O:22][C:23]3[CH:28]=[CH:27][C:26]([N+:29]([O-:31])=[O:30])=[CH:25][C:24]=3[F:32])C=2)=NC=1.[O:33]1[CH2:37][CH2:36][O:35][CH:34]1[C:38]1[CH:39]=[CH:40][C:41]([C:44]2[S:52][C:51]3[C:46](=[N:47][CH:48]=[CH:49][C:50]=3Cl)[CH:45]=2)=[N:42][CH:43]=1. No catalyst specified. The product is [O:33]1[CH2:37][CH2:36][O:35][CH:34]1[C:38]1[CH:39]=[CH:40][C:41]([C:44]2[S:52][C:51]3[C:46](=[N:47][CH:48]=[CH:49][C:50]=3[O:22][C:23]3[CH:28]=[CH:27][C:26]([N+:29]([O-:31])=[O:30])=[CH:25][C:24]=3[F:32])[CH:45]=2)=[N:42][CH:43]=1. The yield is 0.720. (5) The reactants are [NH:1](C(OCC1C=CC=CC=1)=O)[C@H:2]([C:12]([NH:14][CH2:15][C:16]([NH:18][CH2:19][C:20]([NH2:22])=[O:21])=[O:17])=[O:13])[CH2:3][CH2:4][C:5](=[O:11])[O:6][C:7]([CH3:10])([CH3:9])[CH3:8].O. The catalyst is CO.[Pd]. The product is [NH2:1][C@H:2]([C:12]([NH:14][CH2:15][C:16]([NH:18][CH2:19][C:20]([NH2:22])=[O:21])=[O:17])=[O:13])[CH2:3][CH2:4][C:5](=[O:11])[O:6][C:7]([CH3:9])([CH3:10])[CH3:8]. The yield is 0.940. (6) The reactants are Br[C:2]1[N:3]([C:29]2[CH:34]=[CH:33][CH:32]=[CH:31][CH:30]=2)[C:4]2[N:5]=[C:6]([C:19]3[CH:24]=[CH:23][C:22]([C:25]([F:28])([F:27])[F:26])=[CH:21][CH:20]=3)[N:7]([C:12]3[CH:17]=[CH:16][C:15]([Cl:18])=[CH:14][CH:13]=3)[C:8](=[O:11])[C:9]=2[N:10]=1.C(=O)([O-])[O-].[K+].[K+].[CH2:41]([NH:43][CH3:44])[CH3:42].C(#N)C. The catalyst is C(Cl)Cl. The product is [Cl:18][C:15]1[CH:14]=[CH:13][C:12]([N:7]2[C:8](=[O:11])[C:9]3[N:10]=[C:2]([N:43]([CH2:41][CH3:42])[CH3:44])[N:3]([C:29]4[CH:30]=[CH:31][CH:32]=[CH:33][CH:34]=4)[C:4]=3[N:5]=[C:6]2[C:19]2[CH:24]=[CH:23][C:22]([C:25]([F:26])([F:27])[F:28])=[CH:21][CH:20]=2)=[CH:17][CH:16]=1. The yield is 0.490. (7) The reactants are [CH3:1][O:2][C:3](=[O:12])[NH:4][C:5]1[CH:6]=[N:7][CH:8]=[CH:9][C:10]=1[CH3:11].[CH3:13][C:14]([O:17][C:18](O[C:18]([O:17][C:14]([CH3:16])([CH3:15])[CH3:13])=[O:19])=[O:19])([CH3:16])[CH3:15].C(N(C(C)C)CC)(C)C. The catalyst is C(O)C.C(Cl)Cl. The product is [C:14]([O:17][C:18]([N:7]1[CH2:8][CH2:9][C@H:10]([CH3:11])[C@H:5]([NH:4][C:3]([O:2][CH3:1])=[O:12])[CH2:6]1)=[O:19])([CH3:16])([CH3:15])[CH3:13]. The yield is 0.200. (8) The reactants are [NH2:1][C:2]1[C:11]([C:12]#[C:13][C:14]2[CH:19]=[CH:18][CH:17]=[C:16]([NH:20][C:21]([C:23]3[N:27]([CH3:28])[N:26]=[C:25]([CH3:29])[CH:24]=3)=[O:22])[CH:15]=2)=[CH:10][C:5]([C:6]([O:8]C)=[O:7])=[CH:4][N:3]=1.[OH-].[K+].Cl. The catalyst is CO.O.[Cl-].[Na+].O. The product is [NH2:1][C:2]1[C:11]([C:12]#[C:13][C:14]2[CH:19]=[CH:18][CH:17]=[C:16]([NH:20][C:21]([C:23]3[N:27]([CH3:28])[N:26]=[C:25]([CH3:29])[CH:24]=3)=[O:22])[CH:15]=2)=[CH:10][C:5]([C:6]([OH:8])=[O:7])=[CH:4][N:3]=1. The yield is 0.840. (9) The reactants are [F:1][C:2]1[CH:7]=[CH:6][CH:5]=[CH:4][C:3]=1[C:8]1[N:13]=[CH:12][C:11]([NH:14][C:15](=[O:27])[C:16]2[CH:21]=[CH:20][C:19]([S:22][CH3:23])=[C:18]([N+:24]([O-])=O)[CH:17]=2)=[CH:10][CH:9]=1. The catalyst is CO.C1COCC1.[Pd]. The product is [NH2:24][C:18]1[CH:17]=[C:16]([CH:21]=[CH:20][C:19]=1[S:22][CH3:23])[C:15]([NH:14][C:11]1[CH:12]=[N:13][C:8]([C:3]2[CH:4]=[CH:5][CH:6]=[CH:7][C:2]=2[F:1])=[CH:9][CH:10]=1)=[O:27]. The yield is 0.960.